This data is from Forward reaction prediction with 1.9M reactions from USPTO patents (1976-2016). The task is: Predict the product of the given reaction. Given the reactants C[O:2][C:3]([C:5]1[CH:6]=[C:7]2[C:11](=[CH:12][CH:13]=1)[N:10]([CH2:14][C:15]([N:17]1[C@H:22]([C:23](=[O:34])[NH:24][CH2:25][C:26]3[CH:31]=[CH:30][CH:29]=[C:28]([Cl:32])[C:27]=3[F:33])[CH2:21][C@@H:20]3[C@H:18]1[CH2:19]3)=[O:16])[CH:9]=[C:8]2[C:35](=[O:37])[CH3:36])=[O:4].[Li+].[OH-].Cl, predict the reaction product. The product is: [C:35]([C:8]1[C:7]2[C:11](=[CH:12][CH:13]=[C:5]([C:3]([OH:4])=[O:2])[CH:6]=2)[N:10]([CH2:14][C:15]([N:17]2[C@H:22]([C:23](=[O:34])[NH:24][CH2:25][C:26]3[CH:31]=[CH:30][CH:29]=[C:28]([Cl:32])[C:27]=3[F:33])[CH2:21][C@@H:20]3[C@H:18]2[CH2:19]3)=[O:16])[CH:9]=1)(=[O:37])[CH3:36].